From a dataset of Forward reaction prediction with 1.9M reactions from USPTO patents (1976-2016). Predict the product of the given reaction. (1) Given the reactants ClC1C=C(/C=C/C(N2CCC(=O)NCC2)=O)C=CC=1Cl.[F:21][C:22]([F:35])([F:34])[C:23]1[CH:24]=[C:25]([CH:31]=[CH:32][CH:33]=1)/[CH:26]=[CH:27]/[C:28]([OH:30])=O.Cl.Cl.[N:38]1([CH2:44][CH2:45][CH2:46][N:47]2[C:53](=[O:54])[CH2:52][CH2:51][NH:50][CH2:49][CH2:48]2)[CH2:43][CH2:42][CH2:41][CH2:40][CH2:39]1, predict the reaction product. The product is: [N:38]1([CH2:44][CH2:45][CH2:46][N:47]2[C:53](=[O:54])[CH2:52][CH2:51][N:50]([C:28](=[O:30])/[CH:27]=[CH:26]/[C:25]3[CH:31]=[CH:32][CH:33]=[C:23]([C:22]([F:21])([F:35])[F:34])[CH:24]=3)[CH2:49][CH2:48]2)[CH2:39][CH2:40][CH2:41][CH2:42][CH2:43]1. (2) Given the reactants O[CH2:2][CH:3]=C(CCC=C(CCC=C(C)C)C)C.CC(C)=CCC/C(/C)=C/CC/C(/C)=C/C=O.CC(C)[O-].[Al+3].CC(C)[O-].CC(C)[O-].[CH3:46][CH:47]([CH2:54][CH2:55][CH2:56][CH:57]([CH3:64])[CH2:58][CH2:59][CH2:60][CH:61]([CH3:63])[CH3:62])[CH2:48][CH2:49][CH2:50][C:51](=[O:53])[CH3:52].[C-]#[C-], predict the reaction product. The product is: [CH3:62][CH:61]([CH2:60][CH2:59][CH2:58][CH:57]([CH2:56][CH2:55][CH2:54][CH:47]([CH2:48][CH2:49][CH2:50][C:51]([OH:53])([CH:2]=[CH2:3])[CH3:52])[CH3:46])[CH3:64])[CH3:63]. (3) Given the reactants [NH2:1][C@H:2]([C:8]([OH:10])=[O:9])[CH2:3][CH2:4][C:5]([OH:7])=[O:6].[Ag:11], predict the reaction product. The product is: [Ag:11].[NH2:1][C@H:2]([C:8]([OH:10])=[O:9])[CH2:3][CH2:4][C:5]([OH:7])=[O:6]. (4) Given the reactants [CH3:1][N:2]1[CH2:7][CH2:6][N:5]([C:8]2[C:9]([N+:15]([O-])=O)=[C:10]([CH:12]=[CH:13][CH:14]=2)[NH2:11])[CH2:4][CH2:3]1.[H][H].[N:20]1([CH2:34][C:35](O)=O)[CH:33]2[CH:24]([CH2:25][CH2:26][C:27]3[C:32]2=[N:31][CH:30]=[CH:29][CH:28]=3)[CH2:23][CH2:22][CH2:21]1.C(N(CC)C(C)C)(C)C.O=C1N(P(Cl)(N2CCOC2=O)=O)CCO1, predict the reaction product. The product is: [CH3:1][N:2]1[CH2:7][CH2:6][N:5]([C:8]2[C:9]3[N:15]=[C:35]([CH2:34][N:20]4[CH:33]5[CH:24]([CH2:25][CH2:26][C:27]6[C:32]5=[N:31][CH:30]=[CH:29][CH:28]=6)[CH2:23][CH2:22][CH2:21]4)[NH:11][C:10]=3[CH:12]=[CH:13][CH:14]=2)[CH2:4][CH2:3]1.